Dataset: Catalyst prediction with 721,799 reactions and 888 catalyst types from USPTO. Task: Predict which catalyst facilitates the given reaction. (1) Reactant: [C:1]1([C@@H:7]2[CH2:11][N:10]([CH:12]3[CH2:17][CH2:16][O:15][CH2:14][CH2:13]3)[C:9](=[O:18])[N:8]2[CH:19]2[CH2:24][CH2:23][NH:22][CH2:21][CH2:20]2)[CH:6]=[CH:5][CH:4]=[CH:3][CH:2]=1.Br[CH2:26][C:27]1[CH:28]=[CH:29][C:30]([O:33][C:34]2[CH:41]=[CH:40][C:37]([C:38]#[N:39])=[CH:36][CH:35]=2)=[N:31][CH:32]=1.CCN(C(C)C)C(C)C. Product: [O:18]=[C:9]1[N:10]([CH:12]2[CH2:13][CH2:14][O:15][CH2:16][CH2:17]2)[CH2:11][C@@H:7]([C:1]2[CH:2]=[CH:3][CH:4]=[CH:5][CH:6]=2)[N:8]1[CH:19]1[CH2:24][CH2:23][N:22]([CH2:26][C:27]2[CH:28]=[CH:29][C:30]([O:33][C:34]3[CH:41]=[CH:40][C:37]([C:38]#[N:39])=[CH:36][CH:35]=3)=[N:31][CH:32]=2)[CH2:21][CH2:20]1. The catalyst class is: 23. (2) Reactant: [CH3:1][C:2]1[CH:7]=[C:6]([CH3:8])[CH:5]=[CH:4][C:3]=1[C:9]1[CH:18]=[CH:17][CH:16]=[C:15]2[C:10]=1[C:11](=[O:26])[CH:12]=[CH:13][N:14]2[CH:19]([CH2:23][CH2:24][CH3:25])[CH2:20][CH2:21][CH3:22].[Br:27]NC(=O)CCC(N)=O. Product: [CH3:1][C:2]1[CH:7]=[C:6]([CH3:8])[CH:5]=[CH:4][C:3]=1[C:9]1[CH:18]=[CH:17][CH:16]=[C:15]2[C:10]=1[C:11](=[O:26])[C:12]([Br:27])=[CH:13][N:14]2[CH:19]([CH2:23][CH2:24][CH3:25])[CH2:20][CH2:21][CH3:22]. The catalyst class is: 35.